Dataset: NCI-60 drug combinations with 297,098 pairs across 59 cell lines. Task: Regression. Given two drug SMILES strings and cell line genomic features, predict the synergy score measuring deviation from expected non-interaction effect. (1) Drug 1: CN(CC1=CN=C2C(=N1)C(=NC(=N2)N)N)C3=CC=C(C=C3)C(=O)NC(CCC(=O)O)C(=O)O. Drug 2: C(CN)CNCCSP(=O)(O)O. Cell line: RPMI-8226. Synergy scores: CSS=54.1, Synergy_ZIP=-1.68, Synergy_Bliss=-0.698, Synergy_Loewe=-63.8, Synergy_HSA=-0.949. (2) Cell line: EKVX. Synergy scores: CSS=9.87, Synergy_ZIP=-4.74, Synergy_Bliss=-1.33, Synergy_Loewe=-0.765, Synergy_HSA=0.390. Drug 2: C1CN(CCN1C(=O)CCBr)C(=O)CCBr. Drug 1: C(CC(=O)O)C(=O)CN.Cl. (3) Drug 1: CS(=O)(=O)C1=CC(=C(C=C1)C(=O)NC2=CC(=C(C=C2)Cl)C3=CC=CC=N3)Cl. Drug 2: CC1=C(C=C(C=C1)C(=O)NC2=CC(=CC(=C2)C(F)(F)F)N3C=C(N=C3)C)NC4=NC=CC(=N4)C5=CN=CC=C5. Cell line: MALME-3M. Synergy scores: CSS=6.60, Synergy_ZIP=2.10, Synergy_Bliss=6.59, Synergy_Loewe=3.00, Synergy_HSA=3.66. (4) Drug 1: CC1=C(C(=CC=C1)Cl)NC(=O)C2=CN=C(S2)NC3=CC(=NC(=N3)C)N4CCN(CC4)CCO. Drug 2: CC1=C(N=C(N=C1N)C(CC(=O)N)NCC(C(=O)N)N)C(=O)NC(C(C2=CN=CN2)OC3C(C(C(C(O3)CO)O)O)OC4C(C(C(C(O4)CO)O)OC(=O)N)O)C(=O)NC(C)C(C(C)C(=O)NC(C(C)O)C(=O)NCCC5=NC(=CS5)C6=NC(=CS6)C(=O)NCCC[S+](C)C)O. Cell line: NCI-H522. Synergy scores: CSS=35.2, Synergy_ZIP=-5.42, Synergy_Bliss=-2.24, Synergy_Loewe=-7.39, Synergy_HSA=3.21. (5) Drug 1: C1=CC=C(C=C1)NC(=O)CCCCCCC(=O)NO. Drug 2: CCC1(CC2CC(C3=C(CCN(C2)C1)C4=CC=CC=C4N3)(C5=C(C=C6C(=C5)C78CCN9C7C(C=CC9)(C(C(C8N6C)(C(=O)OC)O)OC(=O)C)CC)OC)C(=O)OC)O.OS(=O)(=O)O. Cell line: OVCAR3. Synergy scores: CSS=0.182, Synergy_ZIP=0.220, Synergy_Bliss=2.69, Synergy_Loewe=1.31, Synergy_HSA=0.946.